From a dataset of Reaction yield outcomes from USPTO patents with 853,638 reactions. Predict the reaction yield, written as a fraction of the theoretical maximum amount of product (1.0 means a 100% yield; for example, 0.34 means a 34% yield). (1) The reactants are [I:1][C:2]1[N:3]=[C:4]([CH3:7])[NH:5][CH:6]=1.[F:8][C:9]1[CH:14]=[CH:13][C:12](B(O)O)=[CH:11][CH:10]=1.CCN(CC)CC. The catalyst is C1COCC1.C([O-])(=O)C.[Cu+2].C([O-])(=O)C. The product is [F:8][C:9]1[CH:14]=[CH:13][C:12]([N:5]2[CH:6]=[C:2]([I:1])[N:3]=[C:4]2[CH3:7])=[CH:11][CH:10]=1. The yield is 0.410. (2) The product is [Cl:1][C:2]1[CH:3]=[CH:4][C:5]([CH2:8][O:9][C:10]2[CH:15]=[CH:14][N:13]([C:21]3[CH:20]=[N:19][C:18]([NH2:17])=[CH:23][CH:22]=3)[C:12](=[O:16])[CH:11]=2)=[N:6][CH:7]=1. The catalyst is CN(C=O)C.[Cu]I. The yield is 0.719. The reactants are [Cl:1][C:2]1[CH:3]=[CH:4][C:5]([CH2:8][O:9][C:10]2[CH:15]=[CH:14][NH:13][C:12](=[O:16])[CH:11]=2)=[N:6][CH:7]=1.[NH2:17][C:18]1[CH:23]=[CH:22][C:21](I)=[CH:20][N:19]=1.C([O-])([O-])=O.[K+].[K+].OC1C=CC=C2C=1N=CC=C2. (3) The reactants are [OH-].[Na+].[OH:3][CH:4]1[CH2:9][CH2:8][N:7]([C:10]2[CH:19]=[C:18]([C:20]([NH:22][C:23]3[C:32]([CH3:33])=[CH:31][C:26]([C:27]([O:29]C)=[O:28])=[CH:25][C:24]=3[CH3:34])=[O:21])[C:17]3[C:12](=[CH:13][CH:14]=[CH:15][CH:16]=3)[N:11]=2)[CH2:6][CH2:5]1.CO. The catalyst is C1COCC1. The product is [OH:3][CH:4]1[CH2:5][CH2:6][N:7]([C:10]2[CH:19]=[C:18]([C:20]([NH:22][C:23]3[C:24]([CH3:34])=[CH:25][C:26]([C:27]([OH:29])=[O:28])=[CH:31][C:32]=3[CH3:33])=[O:21])[C:17]3[C:12](=[CH:13][CH:14]=[CH:15][CH:16]=3)[N:11]=2)[CH2:8][CH2:9]1. The yield is 0.400. (4) The product is [OH:31][CH2:30][CH2:29][NH:28][S:17]([C:15]1[CH:14]=[CH:13][C:11]2[N:12]=[C:8]([C:3]3[C:4]([CH3:7])=[N:5][NH:6][C:2]=3[NH2:1])[S:9][C:10]=2[CH:16]=1)(=[O:19])=[O:18]. The reactants are [NH2:1][C:2]1[NH:6][N:5]=[C:4]([CH3:7])[C:3]=1[C:8]1[S:9][C:10]2[CH:16]=[C:15]([S:17](Cl)(=[O:19])=[O:18])[CH:14]=[CH:13][C:11]=2[N:12]=1.C(N(CC)CC)C.[NH2:28][CH2:29][CH2:30][OH:31]. The yield is 0.160. The catalyst is C(Cl)(Cl)Cl. (5) The reactants are N1CCCCC1.FC(F)OC1C=C(C=CC=1OC(F)F)C=O.C(CC(N[C:30]1[CH:38]=[CH:37][CH:36]=[CH:35][C:31]=1[C:32]([OH:34])=[O:33])=O)(O)=O. The catalyst is C1(C)C=CC=CC=1. The product is [C:32]([OH:34])(=[O:33])[C:31]1[CH:35]=[CH:36][CH:37]=[CH:38][CH:30]=1. The yield is 0.710. (6) The reactants are [F:1][C:2]([F:7])([F:6])[C:3]([OH:5])=[O:4].[CH3:8][O:9][C:10]1[CH:11]=[C:12]2[C:16](=[CH:17][C:18]=1[O:19][CH3:20])[N:15]([CH2:21][CH2:22][CH2:23][N:24]1[CH2:29][CH2:28][N:27]([CH2:30][CH2:31][OH:32])[CH2:26][CH2:25]1)[CH:14]=[C:13]2[C:33]1[N:41](S(C2C=CC(C)=CC=2)(=O)=O)[C:36]2=[N:37][CH:38]=[CH:39][CH:40]=[C:35]2[CH:34]=1.[OH-].[K+]. No catalyst specified. The product is [F:1][C:2]([F:7])([F:6])[C:3]([OH:5])=[O:4].[CH3:8][O:9][C:10]1[CH:11]=[C:12]2[C:16](=[CH:17][C:18]=1[O:19][CH3:20])[N:15]([CH2:21][CH2:22][CH2:23][N:24]1[CH2:29][CH2:28][N:27]([CH2:30][CH2:31][OH:32])[CH2:26][CH2:25]1)[CH:14]=[C:13]2[C:33]1[NH:41][C:36]2=[N:37][CH:38]=[CH:39][CH:40]=[C:35]2[CH:34]=1. The yield is 0.900.